Dataset: Full USPTO retrosynthesis dataset with 1.9M reactions from patents (1976-2016). Task: Predict the reactants needed to synthesize the given product. (1) Given the product [CH2:1]([O:8][C:9](=[O:29])[C@@H:10]([NH:11][C:12]([O:14][C:15]([CH3:16])([CH3:18])[CH3:17])=[O:13])[CH2:19][C:20]1[C:28]2[C:23](=[CH:24][CH:25]=[CH:26][CH:27]=2)[N:22]([CH2:33][CH2:34][CH:35]([CH3:36])[CH3:37])[CH:21]=1)[C:2]1[CH:7]=[CH:6][CH:5]=[CH:4][CH:3]=1, predict the reactants needed to synthesize it. The reactants are: [CH2:1]([O:8][C:9](=[O:29])[C@H:10]([CH2:19][C:20]1[C:28]2[C:23](=[CH:24][CH:25]=[CH:26][CH:27]=2)[NH:22][CH:21]=1)[NH:11][C:12]([O:14][C:15]([CH3:18])([CH3:17])[CH3:16])=[O:13])[C:2]1[CH:7]=[CH:6][CH:5]=[CH:4][CH:3]=1.ICC[CH2:33][CH2:34][CH2:35][CH3:36].[C:37](=O)([O-])[O-].[Cs+].[Cs+]. (2) Given the product [F:5][C:4]([F:7])([F:6])[S:1]([O:8][C:27]1[CH2:26][C@@H:25]([CH2:24][O:23][Si:16]([C:19]([CH3:21])([CH3:20])[CH3:22])([CH3:18])[CH3:17])[N:29]([C:30](=[O:53])[C:31]2[CH:36]=[C:35]([O:37][CH3:38])[C:34]([O:39][Si:40]([CH:41]([CH3:43])[CH3:42])([CH:44]([CH3:45])[CH3:46])[CH:47]([CH3:49])[CH3:48])=[CH:33][C:32]=2[N+:50]([O-:52])=[O:51])[CH:28]=1)(=[O:3])=[O:2], predict the reactants needed to synthesize it. The reactants are: [S:1]([O:8]S(C(F)(F)F)(=O)=O)([C:4]([F:7])([F:6])[F:5])(=[O:3])=[O:2].[Si:16]([O:23][CH2:24][C@H:25]1[N:29]([C:30](=[O:53])[C:31]2[CH:36]=[C:35]([O:37][CH3:38])[C:34]([O:39][Si:40]([CH:47]([CH3:49])[CH3:48])([CH:44]([CH3:46])[CH3:45])[CH:41]([CH3:43])[CH3:42])=[CH:33][C:32]=2[N+:50]([O-:52])=[O:51])[CH2:28][C:27](=O)[CH2:26]1)([C:19]([CH3:22])([CH3:21])[CH3:20])([CH3:18])[CH3:17].N1C(C)=CC=CC=1C. (3) Given the product [NH2:14][C:11]1[N:12]=[CH:13][C:8]([C:5]2[CH:6]=[CH:7][C:2]([C:24]3[C:23]([S:20]([NH:19][C:15]([CH3:18])([CH3:17])[CH3:16])(=[O:21])=[O:22])=[CH:28][CH:27]=[CH:26][CH:25]=3)=[CH:3][CH:4]=2)=[N:9][CH:10]=1, predict the reactants needed to synthesize it. The reactants are: Br[C:2]1[CH:7]=[CH:6][C:5]([C:8]2[N:9]=[CH:10][C:11]([NH2:14])=[N:12][CH:13]=2)=[CH:4][CH:3]=1.[C:15]([NH:19][S:20]([C:23]1[CH:28]=[CH:27][CH:26]=[CH:25][C:24]=1B(O)O)(=[O:22])=[O:21])([CH3:18])([CH3:17])[CH3:16].C([O-])([O-])=O.[K+].[K+].C(Cl)Cl. (4) Given the product [N:40]([CH:2]([C:20]1[CH:25]=[CH:24][CH:23]=[CH:22][CH:21]=1)[C:3]1[CH:19]=[CH:18][C:6]([O:7][CH2:8][C:9]2[O:13][C:12]([C:14]([O:16][CH3:17])=[O:15])=[CH:11][CH:10]=2)=[CH:5][CH:4]=1)=[N+:41]=[N-:42], predict the reactants needed to synthesize it. The reactants are: O[CH:2]([C:20]1[CH:25]=[CH:24][CH:23]=[CH:22][CH:21]=1)[C:3]1[CH:19]=[CH:18][C:6]([O:7][CH2:8][C:9]2[O:13][C:12]([C:14]([O:16][CH3:17])=[O:15])=[CH:11][CH:10]=2)=[CH:5][CH:4]=1.C1(P([N:40]=[N+:41]=[N-:42])(C2C=CC=CC=2)=O)C=CC=CC=1.C1CCN2C(=NCCC2)CC1. (5) Given the product [CH:2]1([N:5]2[CH2:10][C:9]3([CH2:11][CH2:12][N:13]([CH:24]([C:27]4[CH:32]=[CH:31][C:30]([C:33]5[CH:42]=[C:41]6[C:36]([CH:37]=[CH:38][CH:39]=[N:40]6)=[CH:35][CH:34]=5)=[CH:29][CH:28]=4)[C:25]#[N:26])[CH2:14][CH2:15]3)[O:8][CH2:7][C:6]2=[O:16])[CH2:4][CH2:3]1, predict the reactants needed to synthesize it. The reactants are: Cl.[CH:2]1([N:5]2[CH2:10][C:9]3([CH2:15][CH2:14][NH:13][CH2:12][CH2:11]3)[O:8][CH2:7][C:6]2=[O:16])[CH2:4][CH2:3]1.C(=O)([O-])[O-].[K+].[K+].Br[CH:24]([C:27]1[CH:32]=[CH:31][C:30]([C:33]2[CH:42]=[C:41]3[C:36]([CH:37]=[CH:38][CH:39]=[N:40]3)=[CH:35][CH:34]=2)=[CH:29][CH:28]=1)[C:25]#[N:26].